Dataset: Catalyst prediction with 721,799 reactions and 888 catalyst types from USPTO. Task: Predict which catalyst facilitates the given reaction. (1) Reactant: [Cl:1][C:2]1[CH:3]=[C:4]([C:10]2([C:31]([F:34])([F:33])[F:32])[O:14][N:13]=[C:12]([C:15]3[CH:20]=[CH:19][C:18]([C:21]4([F:30])[CH2:24][N:23]([C:25](=O)[CH:26]([CH3:28])[CH3:27])[CH2:22]4)=[CH:17][CH:16]=3)[CH2:11]2)[CH:5]=[C:6]([Cl:9])[C:7]=1[F:8].COC1C=CC(P2(SP(C3C=CC(OC)=CC=3)(=S)S2)=[S:44])=CC=1. Product: [Cl:1][C:2]1[CH:3]=[C:4]([C:10]2([C:31]([F:34])([F:33])[F:32])[O:14][N:13]=[C:12]([C:15]3[CH:20]=[CH:19][C:18]([C:21]4([F:30])[CH2:24][N:23]([C:25](=[S:44])[CH:26]([CH3:28])[CH3:27])[CH2:22]4)=[CH:17][CH:16]=3)[CH2:11]2)[CH:5]=[C:6]([Cl:9])[C:7]=1[F:8]. The catalyst class is: 11. (2) Reactant: [F:1][C:2]1[CH:7]=[CH:6][C:5]([S:8]([N:11]([CH2:15][C:16]([OH:18])=O)[CH:12]([CH3:14])[CH3:13])(=[O:10])=[O:9])=[CH:4][CH:3]=1.Cl.Cl.[F:21][C:22]([F:38])([F:37])[C:23]1[CH:24]=[CH:25][C:26]([N:29]2[CH2:34][CH2:33][O:32][CH:31]([CH2:35][NH2:36])[CH2:30]2)=[N:27][CH:28]=1.CN([P+](ON1N=NC2C=CC=CC1=2)(N(C)C)N(C)C)C.F[P-](F)(F)(F)(F)F. Product: [F:1][C:2]1[CH:3]=[CH:4][C:5]([S:8]([N:11]([CH:12]([CH3:13])[CH3:14])[CH2:15][C:16]([NH:36][CH2:35][CH:31]2[O:32][CH2:33][CH2:34][N:29]([C:26]3[CH:25]=[CH:24][C:23]([C:22]([F:38])([F:37])[F:21])=[CH:28][N:27]=3)[CH2:30]2)=[O:18])(=[O:9])=[O:10])=[CH:6][CH:7]=1. The catalyst class is: 4. (3) Reactant: [NH:1]1[CH:5]=[CH:4][N:3]=[C:2]1[C:6]1[C:14]2[C:9](=[N:10][CH:11]=[CH:12][CH:13]=2)[N:8]([CH2:15][C:16]([OH:18])=O)[N:7]=1.CN(C(ON1N=NC2C=CC=CC1=2)=[N+](C)C)C.F[P-](F)(F)(F)(F)F.Cl.Cl.[Cl:45][C:46]1[CH:51]=[CH:50][C:49]([N:52]2[CH2:57][CH2:56][NH:55][CH2:54][CH2:53]2)=[CH:48][C:47]=1[CH3:58].CCN(C(C)C)C(C)C. Product: [Cl:45][C:46]1[CH:51]=[CH:50][C:49]([N:52]2[CH2:57][CH2:56][N:55]([C:16](=[O:18])[CH2:15][N:8]3[C:9]4=[N:10][CH:11]=[CH:12][CH:13]=[C:14]4[C:6]([C:2]4[NH:1][CH:5]=[CH:4][N:3]=4)=[N:7]3)[CH2:54][CH2:53]2)=[CH:48][C:47]=1[CH3:58]. The catalyst class is: 3. (4) Reactant: Cl.Cl.[NH:3]1[CH2:8][CH2:7][CH:6]([CH2:9][CH2:10][N:11]2[C:19]3[N:14]4[C:15](=[N:20][CH:21]=[C:13]4[C:12]2=[O:22])[CH:16]=[CH:17][CH:18]=3)[CH2:5][CH2:4]1.C1CCN2C(=NCCC2)CC1.C(N(CC)CC)C.C1C=CC(N([S:48]([C:51]([F:54])([F:53])[F:52])(=[O:50])=[O:49])[S:48]([C:51]([F:54])([F:53])[F:52])(=[O:50])=[O:49])=CC=1. Product: [F:52][C:51]([F:54])([F:53])[S:48]([N:3]1[CH2:8][CH2:7][CH:6]([CH2:9][CH2:10][N:11]2[C:19]3[N:14]4[C:15](=[N:20][CH:21]=[C:13]4[C:12]2=[O:22])[CH:16]=[CH:17][CH:18]=3)[CH2:5][CH2:4]1)(=[O:50])=[O:49]. The catalyst class is: 10. (5) Reactant: [CH:1]([O:4][C:5]1[CH:10]=[C:9]([C:11]([F:14])([F:13])[F:12])[CH:8]=[CH:7][C:6]=1[CH2:15][NH2:16])([CH3:3])[CH3:2].C1N=CN([C:22](N2C=NC=C2)=[O:23])C=1.[NH2:29][C:30]1[C:35]2[O:36][CH2:37][C:38](=[O:40])[NH:39][C:34]=2[CH:33]=[CH:32][CH:31]=1. Product: [CH:1]([O:4][C:5]1[CH:10]=[C:9]([C:11]([F:14])([F:12])[F:13])[CH:8]=[CH:7][C:6]=1[CH2:15][NH:16][C:22]([NH:29][C:30]1[C:35]2[O:36][CH2:37][C:38](=[O:40])[NH:39][C:34]=2[CH:33]=[CH:32][CH:31]=1)=[O:23])([CH3:3])[CH3:2]. The catalyst class is: 118. (6) Reactant: [C:1]([C:4]1[S:5][C:6]([I:9])=[CH:7][CH:8]=1)(=[O:3])[CH3:2].[CH3:10][N:11]([CH3:20])[C:12]1[CH:19]=[CH:18][C:15]([CH:16]=O)=[CH:14][CH:13]=1.[OH-].[K+]. Product: [I:9][C:6]1[S:5][C:4]([C:1](=[O:3])[CH:2]=[CH:16][C:15]2[CH:18]=[CH:19][C:12]([N:11]([CH3:20])[CH3:10])=[CH:13][CH:14]=2)=[CH:8][CH:7]=1. The catalyst class is: 8. (7) The catalyst class is: 60. Product: [NH2:21][C:19]1[S:20][C:2]([C:11]2[CH:12]=[CH:13][C:14](=[O:17])[NH:15][N:16]=2)=[C:3]([C:4]2[CH:9]=[CH:8][CH:7]=[CH:6][CH:5]=2)[N:18]=1. Reactant: Br[CH:2]([C:11]1[CH:12]=[CH:13][C:14](=[O:17])[NH:15][N:16]=1)[C:3](=O)[C:4]1[CH:9]=[CH:8][CH:7]=[CH:6][CH:5]=1.[NH2:18][C:19]([NH2:21])=[S:20].C(=O)([O-])O.[Na+]. (8) Reactant: Cl.[NH2:2][CH:3]([CH2:6][OH:7])[CH2:4][OH:5].FC(F)(F)C(O)=O.[C:15]([C:17]1[CH:18]=[C:19]([C:27]2[O:31][N:30]=[C:29]([C:32]3[CH:46]=[CH:45][C:35]4[CH2:36][CH2:37][N:38]([CH2:41][C:42](O)=[O:43])[CH2:39][CH2:40][C:34]=4[C:33]=3[CH3:47])[N:28]=2)[CH:20]=[CH:21][C:22]=1[O:23][CH:24]([CH3:26])[CH3:25])#[N:16].CCN(C(C)C)C(C)C.CN(C(ON1N=NC2C=CC=NC1=2)=[N+](C)C)C.F[P-](F)(F)(F)(F)F. Product: [C:15]([C:17]1[CH:18]=[C:19]([C:27]2[O:31][N:30]=[C:29]([C:32]3[CH:46]=[CH:45][C:35]4[CH2:36][CH2:37][N:38]([CH2:41][C:42]([NH:2][CH:3]([CH2:6][OH:7])[CH2:4][OH:5])=[O:43])[CH2:39][CH2:40][C:34]=4[C:33]=3[CH3:47])[N:28]=2)[CH:20]=[CH:21][C:22]=1[O:23][CH:24]([CH3:26])[CH3:25])#[N:16]. The catalyst class is: 39. (9) Reactant: FC(F)(F)C(O)=O.[CH3:8][O:9][C:10](=[O:42])[CH2:11][NH:12][C:13](=[O:41])[C@H:14]([CH2:39][OH:40])[NH:15][C:16](=[O:38])[C@H:17]([CH:35]([CH3:37])[CH3:36])[NH:18][C:19](=[O:34])[C@H:20]([CH:31]([CH3:33])[CH3:32])[NH:21][C:22](=[O:30])[C@H:23]([CH2:25][O:26][CH2:27][CH:28]=[CH2:29])[NH2:24].[C:43]([O:47][C:48]([N:50]1[CH2:64][CH2:63][CH2:62][C@H:51]1[C:52]([N:54]1[CH2:61][CH2:60][CH2:59][C@H:55]1[C:56](O)=[O:57])=[O:53])=[O:49])([CH3:46])([CH3:45])[CH3:44].[CH:65]1[CH:70]=C2N=NN(O)C2=C[CH:66]=1.O.C(N(CC)C(C)C)(C)C.CCN=C=NCCCN(C)C.Cl. Product: [CH3:8][O:9][C:10](=[O:42])[CH2:11][NH:12][C:13](=[O:41])[C@H:14]([CH2:39][O:40][CH2:70][CH:65]=[CH2:66])[NH:15][C:16](=[O:38])[C@H:17]([CH:35]([CH3:36])[CH3:37])[NH:18][C:19](=[O:34])[C@H:20]([CH:31]([CH3:33])[CH3:32])[NH:21][C:22](=[O:30])[C@H:23]([CH2:25][O:26][CH2:27][CH:28]=[CH2:29])[NH:24][C:56](=[O:57])[C@@H:55]1[CH2:59][CH2:60][CH2:61][N:54]1[C:52](=[O:53])[C@@H:51]1[CH2:62][CH2:63][CH2:64][N:50]1[C:48]([O:47][C:43]([CH3:46])([CH3:44])[CH3:45])=[O:49]. The catalyst class is: 2. (10) Reactant: [Br:1][C:2]1[CH:9]=[CH:8][CH:7]=[C:6](F)[C:3]=1[CH:4]=O.[CH3:11][NH:12][NH2:13]. Product: [Br:1][C:2]1[CH:9]=[CH:8][CH:7]=[C:6]2[C:3]=1[CH:4]=[N:13][N:12]2[CH3:11]. The catalyst class is: 58.